Dataset: Peptide-MHC class II binding affinity with 134,281 pairs from IEDB. Task: Regression. Given a peptide amino acid sequence and an MHC pseudo amino acid sequence, predict their binding affinity value. This is MHC class II binding data. The peptide sequence is GKKEEKKEEKKESGD. The MHC is HLA-DQA10501-DQB10201 with pseudo-sequence HLA-DQA10501-DQB10201. The binding affinity (normalized) is 0.0466.